Dataset: Antibody developability classification from SAbDab with 2,409 antibodies. Task: Regression/Classification. Given an antibody's heavy chain and light chain sequences, predict its developability. TAP uses regression for 5 developability metrics; SAbDab uses binary classification. (1) The antibody is ['QVQLVQSGAEVKKPGASVKVSCQASGYRFSNFVIHWVRQAPGQRFEWMGWINPYNGNKEFSAKFQDRVTFTADTSANTAYMELRSLRSADTAVYYCARVGPYSWDDSPQDNYYMDVWGKGTTVIVSS', 'EIVLTQSPGTLSLSPGERATFSCRSSHSIRSRRVAWYQHKPGQAPRLVIHGVSNRASGISDRFSGSGSGTDFTLTITRVEPEDFALYYCQVYGASSYTFGQGTKLERK']. Result: 1 (developable). (2) The antibody is ['EVKLEESGGGLVQPGGSMKLSCATSGFTFSDAWMDWVRQSPEKGLEWVAEIRNKANNHATYYAESVKGRFTISRDDSKRRVYLQMNTLRAEDTGIYYCTGIYYHYPWFAYWGQGTLVTVSA', 'DVVMTQTPLSLPVSLGNQASISCRSSQSLVHSNGNTYLHWYLQKPGQSPKLLIYKVSNRFSGVPDRFSGSGSGTDFTLKISRVEAEDLGVYFCSQSTHVPFTFGSGTKLEIK']. Result: 0 (not developable). (3) The antibody is ['VKLQESGPQLVRPGSSVKISCKASGYSFTGYFMHWVRQTRVKSLEWIGRINPYNGNTNYNKIFKKKATLTVDKSSSTAYMQLNSLTSDDSAVYFCARSQDAWDYWGQGVTITVSS', 'DIVMTQSPAVLATSNGERATITCKASMSVSTSTYSYMDWYQQKPGQPPKLLIKKASNNETGVPARFSGSGTKKDFTLTIHPVQQEDVSTYYCQHSWQTPLTFGAGTVLELK']. Result: 1 (developable). (4) The antibody is ['GVKLQQSGPEVVKPGASVKISCKASGYSFTNFYIHWVKQRPGQGLEWIGWIFHGSDNTEYNEKFKDKATLTADTSSSTAYMQLSSLTSEDSAVYFCARWGPHWYFDVWGQGTTVTVSS', 'DIVLTQSPDITAASLGQKVTITCSASSSVSYMHWYQQKSGTSPKPWIFEISKLASGVPARFSGSGSGTSYSLTISSMEAEDAAIYYCQQWNYPFTFGGGTKLEIK']. Result: 0 (not developable). (5) The antibody is ['EEQLVESGGGLVQPGRSLRLSCVGSGLRFEEHAMHWVRQAPGRGLEWVSGISWNSGSVGYADSVKGRFTTSRDNAKDILFLEMNTLRSEDTALYFCAIMVATTKNDFHYYKDVWGKGTTVTVSS', 'QIVLTQSPATLSLSPGERATLSCRASQSVSNHLAWYQQKPGQAPRLLIYETSNRATGIPPRFSGSGSGTDFTLTISSLEPEDFAVYYCQQRNNWYTFGQGTKLEIK']. Result: 0 (not developable).